Task: Predict which catalyst facilitates the given reaction.. Dataset: Catalyst prediction with 721,799 reactions and 888 catalyst types from USPTO (1) Reactant: Cl.[NH:2]1[CH2:5][CH:4]([C:6]2[CH:27]=[CH:26][C:9]3[C:10]4[N:14]([CH2:15][CH2:16][O:17][C:8]=3[CH:7]=2)[CH:13]=[C:12]([C:18]2[N:19]([CH:23]([CH3:25])[CH3:24])[N:20]=[CH:21][N:22]=2)[N:11]=4)[CH2:3]1.Br[CH2:29][C:30]([NH2:32])=[O:31].CO. Product: [CH:23]([N:19]1[C:18]([C:12]2[N:11]=[C:10]3[C:9]4[CH:26]=[CH:27][C:6]([CH:4]5[CH2:3][N:2]([CH2:29][C:30]([NH2:32])=[O:31])[CH2:5]5)=[CH:7][C:8]=4[O:17][CH2:16][CH2:15][N:14]3[CH:13]=2)=[N:22][CH:21]=[N:20]1)([CH3:24])[CH3:25]. The catalyst class is: 343. (2) Reactant: [CH2:1]([O:8][C:9]1[C:10](=[O:21])[NH:11][C:12]2[C:17](C=1O)=[CH:16][C:15]([Br:20])=[CH:14][CH:13]=2)[C:2]1[CH:7]=[CH:6][CH:5]=[CH:4][CH:3]=1.[CH3:22][O-].[Na+].[CH2:25]([Cl:27])Cl. Product: [CH2:1]([O:8][C:9]1[C:10]([O:21][CH3:22])=[N:11][C:12]2[C:13]([C:25]=1[Cl:27])=[CH:14][C:15]([Br:20])=[CH:16][CH:17]=2)[C:2]1[CH:3]=[CH:4][CH:5]=[CH:6][CH:7]=1. The catalyst class is: 11.